The task is: Regression/Classification. Given a drug SMILES string, predict its absorption, distribution, metabolism, or excretion properties. Task type varies by dataset: regression for continuous measurements (e.g., permeability, clearance, half-life) or binary classification for categorical outcomes (e.g., BBB penetration, CYP inhibition). Dataset: cyp1a2_veith.. This data is from CYP1A2 inhibition data for predicting drug metabolism from PubChem BioAssay. (1) The molecule is CCCCNC(=O)C(=O)NC(C)CCc1ccccc1. The result is 1 (inhibitor). (2) The result is 0 (non-inhibitor). The compound is Cc1ccccc1C(=O)N1CCc2ccccc2C1. (3) The compound is O=C(O)CC(c1cccc2ccccc12)n1cccc1. The result is 0 (non-inhibitor). (4) The result is 0 (non-inhibitor). The compound is CO[C@@H]1COC(=O)[C@H]2CCCN2C(=O)[C@@H](C)COC(=O)CCC[C@H]1C. (5) The drug is COc1ccc(CNc2ccnc(-c3ccc(N(C)C)cc3)n2)c(OC)c1. The result is 1 (inhibitor). (6) The compound is CCC(C)(C)n1nnnc1C(C(C)C)N(Cc1ccco1)Cc1cc2cc3c(cc2[nH]c1=O)OCO3. The result is 1 (inhibitor). (7) The result is 0 (non-inhibitor). The drug is CCOC(=O)C1=C(c2ccccc2)N=c2s/c(=C\c3ccc(O)cc3)c(=O)n2C1c1cccs1. (8) The molecule is COC(=O)c1ccccc1NC(=O)CSc1nnc(C(CO)NC(=O)c2ccccc2Cl)n1C. The result is 0 (non-inhibitor).